This data is from Forward reaction prediction with 1.9M reactions from USPTO patents (1976-2016). The task is: Predict the product of the given reaction. (1) The product is: [ClH:25].[O:21]1[CH:22]=[CH:23][N:24]=[C:20]1[C:17]1[CH:16]=[CH:15][C:14]([N:11]2[CH2:12][CH2:13][NH:8][CH2:9][CH2:10]2)=[CH:19][CH:18]=1. Given the reactants C(OC([N:8]1[CH2:13][CH2:12][N:11]([C:14]2[CH:19]=[CH:18][C:17]([C:20]3[O:21][CH:22]=[CH:23][N:24]=3)=[CH:16][CH:15]=2)[CH2:10][CH2:9]1)=O)(C)(C)C.[ClH:25], predict the reaction product. (2) Given the reactants [CH3:1][C:2]([O:5][C:6]([N:8]1[CH2:13][CH2:12][CH:11]([NH:14][C:15]2[C:20]([C:21]([O:23]CC)=[O:22])=[CH:19][N:18]=[C:17]3[N:26]([CH2:29][CH3:30])[N:27]=[CH:28][C:16]=23)[CH2:10][CH2:9]1)=[O:7])([CH3:4])[CH3:3].[OH-].[Na+], predict the reaction product. The product is: [CH3:4][C:2]([O:5][C:6]([N:8]1[CH2:13][CH2:12][CH:11]([NH:14][C:15]2[C:20]([C:21]([OH:23])=[O:22])=[CH:19][N:18]=[C:17]3[N:26]([CH2:29][CH3:30])[N:27]=[CH:28][C:16]=23)[CH2:10][CH2:9]1)=[O:7])([CH3:1])[CH3:3]. (3) The product is: [Br:7][C:6]1[CH:5]=[CH:4][S:3][C:2]=1[C:13]1[CH:12]=[CH:11][C:10]([O:9][CH3:8])=[CH:15][CH:14]=1. Given the reactants Br[C:2]1[S:3][CH:4]=[CH:5][C:6]=1[Br:7].[CH3:8][O:9][C:10]1[CH:11]=[C:12](B(O)O)[CH:13]=[CH:14][CH:15]=1.CCCCCC, predict the reaction product. (4) Given the reactants N[C:2]1[CH:24]=[CH:23][C:5]([CH2:6][N:7]2[C:16](=[O:17])[C:15]3=[CH:18][CH:19]=[C:20]([OH:21])[C:13]4[C:14]3=[C:9]([CH:10]=[CH:11][N:12]=4)[C:8]2=[O:22])=[CH:4][CH:3]=1.[B-](F)(F)(F)[F:26].N#[O+], predict the reaction product. The product is: [F:26][C:2]1[CH:24]=[CH:23][C:5]([CH2:6][N:7]2[C:16](=[O:17])[C:15]3=[CH:18][CH:19]=[C:20]([OH:21])[C:13]4[C:14]3=[C:9]([CH:10]=[CH:11][N:12]=4)[C:8]2=[O:22])=[CH:4][CH:3]=1.